Dataset: Forward reaction prediction with 1.9M reactions from USPTO patents (1976-2016). Task: Predict the product of the given reaction. (1) Given the reactants [NH2:1][C@H:2]1[CH2:8][CH2:7][CH2:6][CH2:5][NH:4][C:3]1=[O:9].C([O-])(O)=O.[Na+].C1COCC1.[CH3:20][C:21]([O:24][C:25](O[C:25]([O:24][C:21]([CH3:23])([CH3:22])[CH3:20])=[O:26])=[O:26])([CH3:23])[CH3:22], predict the reaction product. The product is: [O:9]=[C:3]1[C@@H:2]([NH:1][C:25](=[O:26])[O:24][C:21]([CH3:23])([CH3:22])[CH3:20])[CH2:8][CH2:7][CH2:6][CH2:5][NH:4]1. (2) Given the reactants [C:1]([O:5][C:6](=[O:31])[NH:7][C:8]1([C:12]2[CH:17]=[CH:16][C:15]([C:18](=O)[C:19]([C:24]3[CH:29]=[CH:28][CH:27]=[CH:26][CH:25]=3)=[CH:20]N(C)C)=[CH:14][CH:13]=2)[CH2:11][CH2:10][CH2:9]1)([CH3:4])([CH3:3])[CH3:2].[NH2:32][C:33]1[CH2:38][C:37]([CH3:40])([CH3:39])[CH2:36][C:35](=[O:41])[CH:34]=1, predict the reaction product. The product is: [C:1]([O:5][C:6](=[O:31])[NH:7][C:8]1([C:12]2[CH:13]=[CH:14][C:15]([C:18]3[C:19]([C:24]4[CH:29]=[CH:28][CH:27]=[CH:26][CH:25]=4)=[CH:20][C:34]4[C:35](=[O:41])[CH2:36][C:37]([CH3:40])([CH3:39])[CH2:38][C:33]=4[N:32]=3)=[CH:16][CH:17]=2)[CH2:9][CH2:10][CH2:11]1)([CH3:4])([CH3:2])[CH3:3]. (3) Given the reactants [CH3:1][C:2]1[C:3]([OH:13])=[CH:4][N:5]2[C:10]=1[C:9]([S:11][CH3:12])=[N:8][CH:7]=[N:6]2.[CH2:14]1[O:17][C@H:15]1[CH3:16].C(N(CC)CC)C, predict the reaction product. The product is: [CH3:1][C:2]1[C:3]([O:13][CH2:14][C@@H:15]([OH:17])[CH3:16])=[CH:4][N:5]2[C:10]=1[C:9]([S:11][CH3:12])=[N:8][CH:7]=[N:6]2. (4) Given the reactants [CH2:1]([N:5]1[C:14]2[C:9](=[N:10][CH:11]=[C:12]([CH2:15][C:16]3[CH:21]=[CH:20][C:19]([F:22])=[CH:18][CH:17]=3)[CH:13]=2)[C:8]([OH:23])=[C:7]([C:24](OCC)=[O:25])[C:6]1=[O:29])[CH2:2][CH2:3][CH3:4].[NH2:30][CH2:31][CH2:32][CH2:33][N:34]1[CH2:38][CH2:37][CH2:36][C:35]1=[O:39], predict the reaction product. The product is: [CH2:1]([N:5]1[C:14]2[C:9](=[N:10][CH:11]=[C:12]([CH2:15][C:16]3[CH:21]=[CH:20][C:19]([F:22])=[CH:18][CH:17]=3)[CH:13]=2)[C:8]([OH:23])=[C:7]([C:24]([NH:30][CH2:31][CH2:32][CH2:33][N:34]2[CH2:38][CH2:37][CH2:36][C:35]2=[O:39])=[O:25])[C:6]1=[O:29])[CH2:2][CH2:3][CH3:4]. (5) Given the reactants [F:1][C:2]1([F:39])[CH2:7][CH2:6][CH:5]([NH:8][C:9]([C:11]2[C:15]([CH3:16])=[C:14]([C:17]3[CH:22]=[CH:21][C:20]([O:23][Si:24]([C:27]([CH3:30])([CH3:29])[CH3:28])([CH3:26])[CH3:25])=[CH:19][CH:18]=3)[N:13]([C:31]3[CH:36]=[CH:35][C:34]([Cl:37])=[CH:33][C:32]=3[Cl:38])[N:12]=2)=[O:10])[CH2:4][CH2:3]1.[Br:40]N1C(=O)CCC1=O.CC(N=NC(C#N)(C)C)(C#N)C, predict the reaction product. The product is: [F:39][C:2]1([F:1])[CH2:3][CH2:4][CH:5]([NH:8][C:9]([C:11]2[C:15]([CH2:16][Br:40])=[C:14]([C:17]3[CH:18]=[CH:19][C:20]([O:23][Si:24]([C:27]([CH3:30])([CH3:29])[CH3:28])([CH3:25])[CH3:26])=[CH:21][CH:22]=3)[N:13]([C:31]3[CH:36]=[CH:35][C:34]([Cl:37])=[CH:33][C:32]=3[Cl:38])[N:12]=2)=[O:10])[CH2:6][CH2:7]1. (6) Given the reactants [CH3:1][O:2][C:3]1[CH:12]=[CH:11][C:6]2[N:7]=[C:8]([NH2:10])[S:9][C:5]=2[CH:4]=1.[C:13](N1C=CN=C1)([N:15]1[CH:19]=[CH:18][N:17]=[CH:16]1)=[S:14], predict the reaction product. The product is: [CH3:1][O:2][C:3]1[CH:12]=[CH:11][C:6]2[N:7]=[C:8]([NH:10][C:13]([N:15]3[CH:19]=[CH:18][N:17]=[CH:16]3)=[S:14])[S:9][C:5]=2[CH:4]=1.